Predict the product of the given reaction. From a dataset of Forward reaction prediction with 1.9M reactions from USPTO patents (1976-2016). (1) Given the reactants C(OC([NH:11][C@@H:12]([CH2:17][C:18]([F:24])([F:23])[CH2:19][CH:20]1[CH2:22][CH2:21]1)[C:13]([O:15][CH3:16])=[O:14])=O)C1C=CC=CC=1.[ClH:25], predict the reaction product. The product is: [ClH:25].[NH2:11][C@@H:12]([CH2:17][C:18]([F:23])([F:24])[CH2:19][CH:20]1[CH2:22][CH2:21]1)[C:13]([O:15][CH3:16])=[O:14]. (2) The product is: [NH2:8][CH2:9][CH2:10][CH2:11][CH2:12][CH2:13][CH2:14][CH2:15][CH2:16][CH2:17][CH2:18][CH2:19][CH2:20][CH2:21][CH2:22][CH2:23][CH2:24][CH2:25][CH2:26][CH2:27][CH2:28][CH2:29][CH2:30][CH2:31][C:32]([OH:34])=[O:33]. Given the reactants C([N:8](CC1C=CC=CC=1)[CH2:9][CH2:10][CH2:11][CH2:12][CH2:13][CH2:14][CH2:15][CH2:16][CH2:17][CH2:18][CH2:19][CH:20]=[CH:21][CH2:22][CH2:23][CH2:24][CH2:25][CH2:26][CH2:27][CH2:28][CH2:29][CH2:30][CH2:31][C:32]([OH:34])=[O:33])C1C=CC=CC=1, predict the reaction product.